This data is from Forward reaction prediction with 1.9M reactions from USPTO patents (1976-2016). The task is: Predict the product of the given reaction. Given the reactants [NH2:1][C:2]1[N:7]=[C:6](S(C)=O)[C:5]([C:11]2[CH:12]=[CH:13][C:14](=[O:20])[N:15]([CH:17]([CH3:19])[CH3:18])[N:16]=2)=[C:4]([C:21]2[CH:26]=[CH:25][CH:24]=[CH:23][CH:22]=2)[N:3]=1.[CH3:27][O:28][CH2:29][CH2:30][OH:31], predict the reaction product. The product is: [NH2:1][C:2]1[N:7]=[C:6]([O:31][CH2:30][CH2:29][O:28][CH3:27])[C:5]([C:11]2[CH:12]=[CH:13][C:14](=[O:20])[N:15]([CH:17]([CH3:19])[CH3:18])[N:16]=2)=[C:4]([C:21]2[CH:26]=[CH:25][CH:24]=[CH:23][CH:22]=2)[N:3]=1.